This data is from Forward reaction prediction with 1.9M reactions from USPTO patents (1976-2016). The task is: Predict the product of the given reaction. (1) The product is: [Cl:32][C:30]1[CH:29]=[CH:28][C:27]([N:33]2[CH:37]=[N:36][N:35]=[N:34]2)=[C:26]([C:21]2[CH:20]=[C:19]3[N:24]([C@H:16]([C:14]4[NH:15][C:11]([C:8]5[CH:7]=[CH:6][C:5]([CH2:4][C:3]([OH:38])=[O:2])=[CH:10][CH:9]=5)=[CH:12][N:13]=4)[CH2:17][CH2:18]3)[C:23](=[O:25])[CH:22]=2)[CH:31]=1. Given the reactants C[O:2][C:3](=[O:38])[CH2:4][C:5]1[CH:10]=[CH:9][C:8]([C:11]2[NH:15][C:14]([C@H:16]3[N:24]4[C:19](=[CH:20][C:21]([C:26]5[CH:31]=[C:30]([Cl:32])[CH:29]=[CH:28][C:27]=5[N:33]5[CH:37]=[N:36][N:35]=[N:34]5)=[CH:22][C:23]4=[O:25])[CH2:18][CH2:17]3)=[N:13][CH:12]=2)=[CH:7][CH:6]=1.Cl, predict the reaction product. (2) Given the reactants [CH2:1]([O:8][C@@H:9]1[CH2:14][CH2:13][CH2:12][C@H:11]([OH:15])[CH2:10]1)[C:2]1[CH:7]=[CH:6][CH:5]=[CH:4][CH:3]=1, predict the reaction product. The product is: [CH2:1]([O:8][CH:9]1[CH2:14][CH2:13][CH2:12][CH:11]([OH:15])[CH2:10]1)[C:2]1[CH:7]=[CH:6][CH:5]=[CH:4][CH:3]=1. (3) Given the reactants Br[CH2:2][CH2:3][CH2:4][CH2:5][C:6]1([C:9]([O:11][C:12]([CH3:15])([CH3:14])[CH3:13])=[O:10])[CH2:8][CH2:7]1.C1(C(OC(C)(C)C)=O)CC1.BrCCCC[Cl:31].[Li+].CC([N-]C(C)C)C, predict the reaction product. The product is: [Cl:31][CH2:2][CH2:3][CH2:4][CH2:5][C:6]1([C:9]([O:11][C:12]([CH3:15])([CH3:14])[CH3:13])=[O:10])[CH2:8][CH2:7]1. (4) Given the reactants [C:1]([C:3]1[C:4]([C:17]2[CH:22]=[CH:21][C:20]([Cl:23])=[C:19]([Cl:24])[CH:18]=2)=[C:5]([C:14](O)=[O:15])[S:6][C:7]=1[N:8]1[CH2:13][CH2:12][O:11][CH2:10][CH2:9]1)#[N:2].CC[N:27]=C=NCCCN(C)C.C1C=CC2N(O)N=NC=2C=1.[OH-].[NH4+], predict the reaction product. The product is: [C:1]([C:3]1[C:4]([C:17]2[CH:22]=[CH:21][C:20]([Cl:23])=[C:19]([Cl:24])[CH:18]=2)=[C:5]([C:14]([NH2:27])=[O:15])[S:6][C:7]=1[N:8]1[CH2:13][CH2:12][O:11][CH2:10][CH2:9]1)#[N:2]. (5) Given the reactants CC(OC(/N=N/C(OC(C)C)=O)=O)C.[CH3:15][O:16][C:17]1[CH:18]=[C:19]([OH:26])[CH:20]=[C:21]([N+:23]([O-:25])=[O:24])[CH:22]=1.[O:27]1[CH2:32][CH2:31][N:30]([CH2:33][CH2:34][O:35][CH2:36][CH2:37][O:38][CH2:39][CH2:40]O)[CH2:29][CH2:28]1.C1C=CC(P(C2C=CC=CC=2)C2C=CC=CC=2)=CC=1, predict the reaction product. The product is: [CH3:15][O:16][C:17]1[CH:18]=[C:19]([CH:20]=[C:21]([N+:23]([O-:25])=[O:24])[CH:22]=1)[O:26][CH2:40][CH2:39][O:38][CH2:37][CH2:36][O:35][CH2:34][CH2:33][N:30]1[CH2:31][CH2:32][O:27][CH2:28][CH2:29]1.